This data is from Forward reaction prediction with 1.9M reactions from USPTO patents (1976-2016). The task is: Predict the product of the given reaction. (1) The product is: [Cl:23][C:24]1[CH:43]=[CH:42][C:27]2[NH:28][C:29]([C:31]3[CH:32]=[CH:33][C:34]([C:35]4[N:38]=[C:6]([C:5]5[CH:4]=[CH:3][C:2]([Cl:1])=[CH:10][CH:9]=5)[O:8][N:36]=4)=[CH:40][CH:41]=3)=[N:30][C:26]=2[CH:25]=1. Given the reactants [Cl:1][C:2]1[CH:10]=[CH:9][C:5]([C:6]([OH:8])=O)=[CH:4][CH:3]=1.C(C1NC=CN=1)(C1NC=CN=1)=O.[Cl:23][C:24]1[CH:43]=[CH:42][C:27]2[NH:28][C:29]([C:31]3[CH:41]=[CH:40][C:34](/[C:35](=[N:38]/[H])/[NH:36]O)=[CH:33][CH:32]=3)=[N:30][C:26]=2[CH:25]=1, predict the reaction product. (2) Given the reactants Br[C:2]1[CH:3]=[CH:4][C:5]([C:10]([N:12]2[CH2:17][CH2:16][N:15]([C:18]3[CH:23]=[CH:22][C:21]([CH3:24])=[CH:20][C:19]=3[CH3:25])[CH2:14][CH2:13]2)=[O:11])=[C:6]([CH:9]=1)[C:7]#[N:8].[S:26]1(=[O:32])(=[O:31])[CH2:30][CH2:29][CH2:28][NH:27]1, predict the reaction product. The product is: [CH3:25][C:19]1[CH:20]=[C:21]([CH3:24])[CH:22]=[CH:23][C:18]=1[N:15]1[CH2:16][CH2:17][N:12]([C:10]([C:5]2[CH:4]=[CH:3][C:2]([N:27]3[CH2:28][CH2:29][CH2:30][S:26]3(=[O:32])=[O:31])=[CH:9][C:6]=2[C:7]#[N:8])=[O:11])[CH2:13][CH2:14]1. (3) Given the reactants [C:1](OC(=O)C)(=[O:3])[CH3:2].[CH:8]([O:11][C:12]([N:14]1[CH2:19][CH2:18][CH:17]([CH2:20][CH2:21][CH2:22][O:23][C:24]2[CH:29]=[CH:28][C:27]([C:30]([NH:32][NH2:33])=[O:31])=[C:26]([F:34])[CH:25]=2)[CH2:16][CH2:15]1)=[O:13])([CH3:10])[CH3:9], predict the reaction product. The product is: [CH:8]([O:11][C:12]([N:14]1[CH2:19][CH2:18][CH:17]([CH2:20][CH2:21][CH2:22][O:23][C:24]2[CH:29]=[CH:28][C:27]([C:30]([NH:32][NH:33][C:1](=[O:3])[CH3:2])=[O:31])=[C:26]([F:34])[CH:25]=2)[CH2:16][CH2:15]1)=[O:13])([CH3:10])[CH3:9]. (4) Given the reactants [CH2:1]([O:7][C:8]1[C:9](=[O:20])[O:10][C:11]2[C:18]([OH:19])=[CH:17][CH:16]=[CH:15][C:12]=2[C:13]=1[OH:14])[CH2:2][CH2:3][CH2:4][CH2:5][CH3:6].Br[CH:22]([CH3:29])[CH2:23][C:24]([O:26][CH2:27][CH3:28])=[O:25], predict the reaction product. The product is: [CH2:1]([O:7][C:8]1[C:9](=[O:20])[O:10][C:11]2[C:18]([O:19][CH2:29][CH2:22][CH2:23][C:24]([O:26][CH2:27][CH3:28])=[O:25])=[CH:17][CH:16]=[CH:15][C:12]=2[C:13]=1[OH:14])[CH2:2][CH2:3][CH2:4][CH2:5][CH3:6]. (5) Given the reactants [F:1][C:2]1[C:7]([C:8]2[C:9]([O:16]C)=[N:10][C:11]([O:14]C)=[N:12][CH:13]=2)=[CH:6][CH:5]=[C:4]([CH3:18])[N:3]=1.[ClH:19], predict the reaction product. The product is: [ClH:19].[F:1][C:2]1[C:7]([C:8]2[C:9](=[O:16])[NH:10][C:11](=[O:14])[NH:12][CH:13]=2)=[CH:6][CH:5]=[C:4]([CH3:18])[N:3]=1. (6) Given the reactants Cl[C:2]1[CH:11]=[CH:10][C:5]([C:6]([O:8][CH3:9])=[O:7])=[CH:4][CH:3]=1.[NH2:12][C:13]1[CH:18]=[CH:17][CH:16]=[CH:15][CH:14]=1.[O-]P([O-])([O-])=O.[K+].[K+].[K+], predict the reaction product. The product is: [CH3:9][O:8][C:6]([C:5]1[CH:10]=[CH:11][C:2]([N:12]([C:2]2[CH:11]=[CH:10][CH:5]=[CH:4][CH:3]=2)[C:13]2[CH:18]=[CH:17][CH:16]=[CH:15][CH:14]=2)=[CH:3][CH:4]=1)=[O:7]. (7) Given the reactants [Cl:1][C:2]1[CH:10]=[CH:9][C:8]([NH:11][S:12]([C:15]2[S:16][CH:17]=[CH:18][CH:19]=2)(=[O:14])=[O:13])=[C:7]2[C:3]=1[CH:4]=[C:5]([C:23]([O:25][CH2:26][CH3:27])=[O:24])[N:6]2[CH2:20][O:21][CH3:22].CI.[C:30](=O)([O-])[O-].[K+].[K+].CN(C)C=O, predict the reaction product. The product is: [Cl:1][C:2]1[CH:10]=[CH:9][C:8]([N:11]([CH3:30])[S:12]([C:15]2[S:16][CH:17]=[CH:18][CH:19]=2)(=[O:14])=[O:13])=[C:7]2[C:3]=1[CH:4]=[C:5]([C:23]([O:25][CH2:26][CH3:27])=[O:24])[N:6]2[CH2:20][O:21][CH3:22]. (8) Given the reactants C([N:8]1[CH2:13][CH2:12][CH:11]([N:14]([CH3:35])[C:15](=[O:34])[CH2:16][O:17][C:18]2[N:23]=[C:22]([CH3:24])[C:21]([NH:25][C:26](=[O:32])[O:27][C:28]([CH3:31])([CH3:30])[CH3:29])=[C:20]([CH3:33])[N:19]=2)[CH2:10][CH2:9]1)C1C=CC=CC=1, predict the reaction product. The product is: [CH3:24][C:22]1[C:21]([NH:25][C:26](=[O:32])[O:27][C:28]([CH3:31])([CH3:29])[CH3:30])=[C:20]([CH3:33])[N:19]=[C:18]([O:17][CH2:16][C:15]([N:14]([CH3:35])[CH:11]2[CH2:10][CH2:9][NH:8][CH2:13][CH2:12]2)=[O:34])[N:23]=1. (9) Given the reactants [CH3:1][S:2]([NH:5][C:6]1[CH:7]=[C:8]([C:12]2[CH:17]=[CH:16][C:15]([S:18]([N:21]3[CH:25]=[CH:24][C:23](/[CH:26]=[CH:27]/[C:28]([NH:30][O:31]C4CCCCO4)=[O:29])=[CH:22]3)(=[O:20])=[O:19])=[CH:14][CH:13]=2)[CH:9]=[CH:10][CH:11]=1)(=[O:4])=[O:3], predict the reaction product. The product is: [OH:31][NH:30][C:28](=[O:29])/[CH:27]=[CH:26]/[C:23]1[CH:24]=[CH:25][N:21]([S:18]([C:15]2[CH:14]=[CH:13][C:12]([C:8]3[CH:9]=[CH:10][CH:11]=[C:6]([NH:5][S:2]([CH3:1])(=[O:4])=[O:3])[CH:7]=3)=[CH:17][CH:16]=2)(=[O:19])=[O:20])[CH:22]=1.